From a dataset of Drug-target binding data from BindingDB using IC50 measurements. Regression. Given a target protein amino acid sequence and a drug SMILES string, predict the binding affinity score between them. We predict pIC50 (pIC50 = -log10(IC50 in M); higher means more potent). Dataset: bindingdb_ic50. (1) The drug is Cc1cc(COc2ccc(S(=O)(=O)NC[C@@H](C(=O)NO)N3CCOCC3)cc2)c2ccccc2n1. The target protein (P08254) has sequence MKSLPILLLLCVAVCSAYPLDGAARGEDTSMNLVQKYLENYYDLKKDVKQFVRRKDSGPVVKKIREMQKFLGLEVTGKLDSDTLEVMRKPRCGVPDVGHFRTFPGIPKWRKTHLTYRIVNYTPDLPKDAVDSAVEKALKVWEEVTPLTFSRLYEGEADIMISFAVREHGDFYPFDGPGNVLAHAYAPGPGINGDAHFDDDEQWTKDTTGTNLFLVAAHEIGHSLGLFHSANTEALMYPLYHSLTDLTRFRLSQDDINGIQSLYGPPPDSPETPLVPTEPVPPEPGTPANCDPALSFDAVSTLRGEILIFKDRHFWRKSLRKLEPELHLISSFWPSLPSGVDAAYEVTSKDLVFIFKGNQFWAIRGNEVRAGYPRGIHTLGFPPTVRKIDAAISDKEKNKTYFFVEDKYWRFDEKRNSMEPGFPKQIAEDFPGIDSKIDAVFEEFGFFYFFTGSSQLEFDPNAKKVTHTLKSNSWLNC. The pIC50 is 5.5. (2) The drug is CC(=O)Nc1nc(C)c(-c2cnc(N3CCOCC3)o2)s1. The target protein (Q9JHG7) has sequence MELENYEQPVVLREDNLRRRRRMKPRSAAGSLSSMELIPIEFVLPTSQRISKTPETALLHVAGHGNVEQMKAQVWLRALETSVAAEFYHRLGPDQFLLLYQKKGQWYEIYDRYQVVQTLDCLHYWKLMHKSPGQIHVVQRHVPSEETLAFQKQLTSLIGYDVTDISNVHDDELEFTRRRLVTPRMAEVAGRDAKLYAMHPWVTSKPLPDYLSKKIANNCIFIVIHRGTTSQTIKVSADDTPGTILQSFFTKMAKKKSLMNISESQSEQDFVLRVCGRDEYLVGETPLKNFQWVRQCLKNGDEIHLVLDTPPDPALDEVRKEEWPLVDDCTGVTGYHEQLTIHGKDHESVFTVSLWDCDRKFRVKIRGIDIPVLPRNTDLTVFVEANIQHGQQVLCQRRTSPKPFAEEVLWNVWLEFGIKIKDLPKGALLNLQIYCCKTPSLSSKASAETPGSESKGKAQLLYYVNLLLIDHRFLLRHGDYVLHMWQISGKAEEQGSFNAD.... The pIC50 is 6.2. (3) The compound is COC(=O)[C@H](Cc1ccc(O)cc1)n1cc(CNC(=O)c2ccccc2)nn1. The target protein (P30305) has sequence MEVPQPEPAPGSALSPAGVCGGAQRPGHLPGLLLGSHGLLGSPVRAAASSPVTTLTQTMHDLAGLGSETPKSQVGTLLFRSRSRLTHLSLSRRASESSLSSESSESSDAGLCMDSPSPMDPHMAEQTFEQAIQAASRIIRNEQFAIRRFQSMPVRLLGHSPVLRNITNSQAPDGRRKSEAGSGAASSSGEDKENDGFVFKMPWKPTHPSSTHALAEWASRREAFAQRPSSAPDLMCLSPDRKMEVEELSPLALGRFSLTPAEGDTEEDDGFVDILESDLKDDDAVPPGMESLISAPLVKTLEKEEEKDLVMYSKCQRLFRSPSMPCSVIRPILKRLERPQDRDTPVQNKRRRSVTPPEEQQEAEEPKARVLRSKSLCHDEIENLLDSDHRELIGDYSKAFLLQTVDGKHQDLKYISPETMVALLTGKFSNIVDKFVIVDCRYPYEYEGGHIKTAVNLPLERDAESFLLKSPIAPCSLDKRVILIFHCEFSSERGPRMCRF.... The pIC50 is 4.3. (4) The compound is Cc1ccc(C)n1[C@@H](CC(=O)O)Cc1c[nH]c2ccccc12. The pIC50 is 4.5. The target protein (P0C1S0) has sequence MSDQHNLKEQLCFSLYNAQRQVNRYYSNKVFKKYNLTYPQFLVLTILWDESPVNVKKVVTELALDTGTVSPLLKRMEQVDLIKRERSEVDQREVFIHLTDKSETIRPELSNASDKVASASSLSQDEVKELNRLLGKVIHAFDETKEK. (5) The small molecule is CNc1nc(-c2ccc3c(c2)CCN3C(=O)c2ccccc2OCc2ccc(Cl)cc2)cs1. The target protein sequence is GRTRRDEPEEEEDDEDDLKAVATSLDGRFLKFDIELGRGSFKTVYKGLDTETWVEVAWCELQDRKLTKLERQRFKEEAEMLKGLQHPNIVRFYDFWESSAKGKRCIVLVTELMTSGTLKTYLKRFKVMKPKVLRSWCRQILKGLLFLHTRTPPIIHRDLKCDNIFITGPTGSVKIGDLGLATLKRASFAKSVIGTPEFMAPEMYEEHYDESVDVYAFGMCMLEMATSEYPYSECQNAAQIYRKVTCGIKPASFEKVHDPEIKEIIGECICKNKEERYEIKDLLSHAFFAEDTGVRVELAEEDHGRKSTIALRLWVEDPKKLKGK. The pIC50 is 7.3. (6) The small molecule is Cc1c(NC(=O)c2cc3c(s2)CCCC3)cccc1-c1cn(C)c(=O)c(Nc2ccc(-c3ncc[nH]3)cc2)n1. The target protein (P35991) has sequence MAAVILESIFLKRSQQKKKTSPLNFKKRLFLLTVHKLSYYEYDFERGRRGSKKGSIDVEKITCVETVIPEKNPPPERQIPRRGEESSEMEQISIIERFPYPFQVVYDEGPLYVFSPTEELRKRWIHQLKNVIRYNSDLVQKYHPCFWIDGQYLCCSQTAKNAMGCQILENRNGSLKPGSSHRKTKKPLPPTPEEDQILKKPLPPEPTAAPISTTELKKVVALYDYMPMNANDLQLRKGEEYFILEESNLPWWRARDKNGQEGYIPSNYITEAEDSIEMYEWYSKHMTRSQAEQLLKQEGKEGGFIVRDSSKAGKYTVSVFAKSTGEPQGVIRHYVVCSTPQSQYYLAEKHLFSTIPELINYHQHNSAGLISRLKYPVSKQNKNAPSTAGLGYGSWEIDPKDLTFLKELGTGQFGVVKYGKWRGQYDVAIKMIREGSMSEDEFIEEAKVMMNLSHEKLVQLYGVCTKQRPIFIITEYMANGCLLNYLREMRHRFQTQQLLE.... The pIC50 is 4.6. (7) The compound is CC(C)(CCn1cnc2c(=O)[nH]c(N)nc21)CCS(N)(=O)=O. The target protein (P85973) has sequence MENEFTYEDYQRTAEWLRSHTKHRPQVAVICGSGLGGLTAKLTQPQAFDYNEIPNFPQSTVQGHAGRLVFGFLNGRSCVMMQGRFHMYEGYSLSKVTFPVRVFHLLGVDTLVVTNAAGGLNPKFEVGDIMLIRDHINLPGFCGQNPLRGPNDERFGVRFPAMSDAYDRDMRQKAFNAWKQMGEQRELQEGTYIMSAGPTFETVAESCLLRMLGADAVGMSTVPEVIVARHCGLRVFGFSLITNKVVMDYNNLEKASHQEVLEAGKAAAQKLEQFVSILMESIPPRERAN. The pIC50 is 4.0.